This data is from Full USPTO retrosynthesis dataset with 1.9M reactions from patents (1976-2016). The task is: Predict the reactants needed to synthesize the given product. Given the product [Br:24][C:25]1[CH:26]=[N:27][C:28]([N:6]2[CH2:7][CH2:8][C:4]([C:3]([F:2])([F:13])[F:14])([C:9]([O:11][CH3:12])=[O:10])[CH2:5]2)=[N:29][CH:30]=1, predict the reactants needed to synthesize it. The reactants are: Cl.[F:2][C:3]([F:14])([F:13])[C:4]1([C:9]([O:11][CH3:12])=[O:10])[CH2:8][CH2:7][NH:6][CH2:5]1.CCN(C(C)C)C(C)C.[Br:24][C:25]1[CH:26]=[N:27][C:28](Cl)=[N:29][CH:30]=1.CCCCCC.